From a dataset of NCI-60 drug combinations with 297,098 pairs across 59 cell lines. Regression. Given two drug SMILES strings and cell line genomic features, predict the synergy score measuring deviation from expected non-interaction effect. Drug 1: C1CCC(C1)C(CC#N)N2C=C(C=N2)C3=C4C=CNC4=NC=N3. Drug 2: CC1=C(N=C(N=C1N)C(CC(=O)N)NCC(C(=O)N)N)C(=O)NC(C(C2=CN=CN2)OC3C(C(C(C(O3)CO)O)O)OC4C(C(C(C(O4)CO)O)OC(=O)N)O)C(=O)NC(C)C(C(C)C(=O)NC(C(C)O)C(=O)NCCC5=NC(=CS5)C6=NC(=CS6)C(=O)NCCC[S+](C)C)O. Cell line: SN12C. Synergy scores: CSS=3.01, Synergy_ZIP=-5.02, Synergy_Bliss=-7.63, Synergy_Loewe=-5.19, Synergy_HSA=-5.09.